From a dataset of Catalyst prediction with 721,799 reactions and 888 catalyst types from USPTO. Predict which catalyst facilitates the given reaction. Reactant: [CH3:1][C:2]1[CH:7]=[C:6]([N:8]2[CH2:13][CH2:12][C:11](=O)[CH2:10][CH2:9]2)[CH:5]=[CH:4][N:3]=1.Cl.[NH2:16][CH2:17][CH2:18][SH:19]. Product: [CH3:1][C:2]1[CH:7]=[C:6]([N:8]2[CH2:13][CH2:12][C:11]3([S:19][CH2:18][CH2:17][NH:16]3)[CH2:10][CH2:9]2)[CH:5]=[CH:4][N:3]=1. The catalyst class is: 8.